Dataset: Full USPTO retrosynthesis dataset with 1.9M reactions from patents (1976-2016). Task: Predict the reactants needed to synthesize the given product. (1) Given the product [C:8]1([C@H:14]2[CH2:15][O:16][C:17](=[O:20])[C@@H:18]3[CH2:3][C@H:2]4[CH2:1][O:4][CH2:5][C@H:6]4[N:19]23)[CH:9]=[CH:10][CH:11]=[CH:12][CH:13]=1, predict the reactants needed to synthesize it. The reactants are: [CH2:1]([O:4][CH2:5][CH:6]=O)[CH:2]=[CH2:3].[C:8]1([C@@H:14]2[NH:19][CH2:18][C:17](=[O:20])[O:16][CH2:15]2)[CH:13]=[CH:12][CH:11]=[CH:10][CH:9]=1.O. (2) Given the product [Cl:14][C:15]1[CH:23]=[CH:22][CH:21]=[C:20]2[C:16]=1[C:17]([CH2:25][NH:6][CH3:5])=[CH:18][N:19]2[CH3:24], predict the reactants needed to synthesize it. The reactants are: BrC1C=C[C:5](NCC(OC)=O)=[N:6]C=1.[Cl:14][C:15]1[CH:23]=[CH:22][CH:21]=[C:20]2[C:16]=1[C:17]([CH:25]=O)=[CH:18][N:19]2[CH3:24].CN1C2C(=CC=CC=2)C(C)=C1C=O. (3) The reactants are: O[C:2]1([C:24]2[CH:29]=[CH:28][CH:27]=[C:26]([O:30][CH3:31])[CH:25]=2)[C:6]2[C:7]([CH3:21])=[C:8]([NH:13][C:14](=[O:20])[CH2:15][C:16]([CH3:19])([CH3:18])[CH3:17])[C:9]([CH3:12])=[C:10]([CH3:11])[C:5]=2[O:4][C:3]1([CH3:23])[CH3:22]. Given the product [CH3:31][O:30][C:26]1[CH:25]=[C:24]([CH:2]2[C:6]3[C:7]([CH3:21])=[C:8]([NH:13][C:14](=[O:20])[CH2:15][C:16]([CH3:17])([CH3:18])[CH3:19])[C:9]([CH3:12])=[C:10]([CH3:11])[C:5]=3[O:4][C:3]2([CH3:23])[CH3:22])[CH:29]=[CH:28][CH:27]=1, predict the reactants needed to synthesize it. (4) Given the product [NH2:1][C:2]1[C:10]2[C:5](=[N:6][CH:7]=[C:8]([C:11]3[O:12][CH:13]=[CH:14][CH:15]=3)[N:9]=2)[S:4][C:3]=1[C:16]([OH:18])=[O:17], predict the reactants needed to synthesize it. The reactants are: [NH2:1][C:2]1[C:10]2[C:5](=[N:6][CH:7]=[C:8]([C:11]3[O:12][CH:13]=[CH:14][CH:15]=3)[N:9]=2)[S:4][C:3]=1[C:16]([O:18]CC)=[O:17].[OH-].[K+].